Dataset: Forward reaction prediction with 1.9M reactions from USPTO patents (1976-2016). Task: Predict the product of the given reaction. Given the reactants [CH3:1][O:2][C:3]1[CH:4]=[C:5]2[C:10](=[CH:11][CH:12]=1)[C:9](=O)[N:8]([CH2:14][CH2:15][N:16]1[CH2:20][CH2:19][CH2:18][CH2:17]1)[CH2:7][CH2:6]2.[H-].[Al+3].[Li+].[H-].[H-].[H-], predict the reaction product. The product is: [CH3:1][O:2][C:3]1[CH:4]=[C:5]2[C:10](=[CH:11][CH:12]=1)[CH2:9][N:8]([CH2:14][CH2:15][N:16]1[CH2:20][CH2:19][CH2:18][CH2:17]1)[CH2:7][CH2:6]2.